From a dataset of Full USPTO retrosynthesis dataset with 1.9M reactions from patents (1976-2016). Predict the reactants needed to synthesize the given product. (1) Given the product [CH3:104][CH2:103][CH2:102][CH2:101][CH2:100][CH2:99][CH2:98][CH2:97][CH2:96][CH2:95][CH2:94][CH2:93][CH2:92][CH2:91][CH2:90][CH2:89][CH2:88][CH2:87][CH2:86][CH2:85][CH2:84][CH2:83][CH2:82][CH2:81][CH2:80][C:79]([NH:78][C@H:59]([C@H:60]([OH:77])[C@H:61]([OH:76])[CH2:62][CH2:63][CH2:64][CH2:65][CH2:66][CH2:67][CH2:68][CH2:69][CH2:70][CH2:71][CH2:72][CH2:73][CH2:74][CH3:75])[CH2:58][O:57][C@H:46]1[O:54][C@H:53]([CH2:55][OH:56])[C@H:51]([OH:52])[C@H:49]([OH:50])[C@H:47]1[OH:48])=[O:105], predict the reactants needed to synthesize it. The reactants are: CC(NC1C(I)=C(C([O-])=O)C(I)=C(N(C(C)=O)C)C=1I)=O.C(O)[C@H]1O[C@H](O[C@@]2(CO)O[C@H](CO)[C@@H](O)[C@@H]2O)[C@H](O)[C@@H](O)[C@@H]1O.[Na+].[C@H:46]1([O:57][CH2:58][C@H:59]([NH:78][C:79](=[O:105])[CH2:80][CH2:81][CH2:82][CH2:83][CH2:84][CH2:85][CH2:86][CH2:87][CH2:88][CH2:89][CH2:90][CH2:91][CH2:92][CH2:93][CH2:94][CH2:95][CH2:96][CH2:97][CH2:98][CH2:99][CH2:100][CH2:101][CH2:102][CH2:103][CH3:104])[C@@H:60]([OH:77])[C@H:61]([OH:76])[CH2:62][CH2:63][CH2:64][CH2:65][CH2:66][CH2:67][CH2:68][CH2:69][CH2:70][CH2:71][CH2:72][CH2:73][CH2:74][CH3:75])[O:54][C@H:53]([CH2:55][OH:56])[C@H:51]([OH:52])[C@H:49]([OH:50])[C@H:47]1[OH:48]. (2) Given the product [CH3:25][C:5]1[CH:4]=[CH:3][C:2]([NH:1][C:35](=[O:36])[C:34]2[CH:38]=[CH:39][CH:40]=[C:32]([N:26]3[CH2:31][CH2:30][O:29][CH2:28][CH2:27]3)[CH:33]=2)=[CH:7][C:6]=1[C:8]#[C:9][C:10]1[CH:11]=[N:12][C:13]([NH:16][CH2:17][CH2:18][N:19]2[CH2:24][CH2:23][O:22][CH2:21][CH2:20]2)=[N:14][CH:15]=1, predict the reactants needed to synthesize it. The reactants are: [NH2:1][C:2]1[CH:3]=[CH:4][C:5]([CH3:25])=[C:6]([C:8]#[C:9][C:10]2[CH:11]=[N:12][C:13]([NH:16][CH2:17][CH2:18][N:19]3[CH2:24][CH2:23][O:22][CH2:21][CH2:20]3)=[N:14][CH:15]=2)[CH:7]=1.[N:26]1([C:32]2[CH:33]=[C:34]([CH:38]=[CH:39][CH:40]=2)[C:35](O)=[O:36])[CH2:31][CH2:30][O:29][CH2:28][CH2:27]1. (3) The reactants are: [Br:1][C:2]1[C:3]([F:27])=[C:4]([F:26])[C:5]([NH:17][C:18]2[CH:23]=[CH:22][C:21](I)=[CH:20][C:19]=2[F:25])=[C:6]([CH:16]=1)[C:7]([NH:9][O:10][CH2:11][CH:12]([OH:15])[CH2:13][OH:14])=[O:8].C(N(CC)CC)C. Given the product [Br:1][C:2]1[C:3]([F:27])=[C:4]([F:26])[C:5]([NH:17][C:18]2[CH:23]=[CH:22][CH:21]=[CH:20][C:19]=2[F:25])=[C:6]([CH:16]=1)[C:7]([NH:9][O:10][CH2:11][CH:12]([OH:15])[CH2:13][OH:14])=[O:8], predict the reactants needed to synthesize it. (4) Given the product [NH2:21][C:22]1[C:27]([C:28]#[N:29])=[CH:26][N:25]=[C:24]([NH:13][CH:10]2[CH2:11][CH2:12][N:7]([CH2:6][C:5]3[CH:14]=[CH:15][C:2]([Cl:1])=[C:3]([O:16][CH2:17][CH3:18])[CH:4]=3)[CH2:8][CH2:9]2)[N:23]=1, predict the reactants needed to synthesize it. The reactants are: [Cl:1][C:2]1[CH:15]=[CH:14][C:5]([CH2:6][N:7]2[CH2:12][CH2:11][CH:10]([NH2:13])[CH2:9][CH2:8]2)=[CH:4][C:3]=1[O:16][CH2:17][CH3:18].[H-].[Na+].[NH2:21][C:22]1[C:27]([C:28]#[N:29])=[CH:26][N:25]=[C:24](Cl)[N:23]=1. (5) Given the product [CH3:39][C:36]1[C:35]([CH3:40])=[C:34]([NH:33][C:18]([N:15]2[CH2:14][CH2:13][C:11]3([CH2:10][CH:9]([C:4]4[CH:5]=[CH:6][C:7]([CH3:8])=[C:2]([CH3:1])[CH:3]=4)[CH2:12]3)[CH2:17][CH2:16]2)=[O:19])[O:38][N:37]=1, predict the reactants needed to synthesize it. The reactants are: [CH3:1][C:2]1[CH:3]=[C:4]([CH:9]2[CH2:12][C:11]3([CH2:17][CH2:16][N:15]([C:18](OC(C)(C)C)=[O:19])[CH2:14][CH2:13]3)[CH2:10]2)[CH:5]=[CH:6][C:7]=1[CH3:8].C1(OC(=O)[NH:33][C:34]2[O:38][N:37]=[C:36]([CH3:39])[C:35]=2[CH3:40])C=CC=CC=1. (6) Given the product [CH2:19]([C:3]1([CH2:2][NH:1][C:28]2[CH:27]=[C:24]([CH:23]=[CH:22][C:29]=2[N+:30]([O-:32])=[O:31])[C:25]#[N:26])[CH2:18][CH2:17][CH2:16][C:5]2([O:9][C:8](=[O:10])[N:7]([CH2:11][C:12]([CH3:14])([CH3:15])[CH3:13])[CH2:6]2)[CH2:4]1)[CH3:20], predict the reactants needed to synthesize it. The reactants are: [NH2:1][CH2:2][C:3]1([CH2:19][CH3:20])[CH2:18][CH2:17][CH2:16][C:5]2([O:9][C:8](=[O:10])[N:7]([CH2:11][C:12]([CH3:15])([CH3:14])[CH3:13])[CH2:6]2)[CH2:4]1.F[C:22]1[CH:23]=[C:24]([CH:27]=[CH:28][C:29]=1[N+:30]([O-:32])=[O:31])[C:25]#[N:26].C(=O)([O-])[O-].[K+].[K+]. (7) Given the product [NH:25]1[C:26]2[C:22](=[CH:21][C:20]([C:38]3[N:46]=[N:35][N:36]([CH2:5][CH2:4][C@@H:3]([NH2:2])[CH2:8][C:9]4[CH:14]=[CH:13][C:12]([C:15]([F:18])([F:17])[F:16])=[CH:11][CH:10]=4)[CH:37]=3)=[CH:28][CH:27]=2)[CH:23]=[N:24]1, predict the reactants needed to synthesize it. The reactants are: Cl.[NH2:2][C@@H:3]([CH2:8][C:9]1[CH:14]=[CH:13][C:12]([C:15]([F:18])([F:17])[F:16])=[CH:11][CH:10]=1)[CH2:4][C:5](O)=O.Br[C:20]1[CH:21]=[C:22]2[C:26](=[CH:27][CH:28]=1)[NH:25][N:24]=[CH:23]2.C(C1C=C2[C:37](=[CH:38]C=1)[NH:36][N:35]=C2)#C.C(C1C=C2C(=CC=1)N[N:46]=C2C)#C.